This data is from HIV replication inhibition screening data with 41,000+ compounds from the AIDS Antiviral Screen. The task is: Binary Classification. Given a drug SMILES string, predict its activity (active/inactive) in a high-throughput screening assay against a specified biological target. (1) The result is 0 (inactive). The drug is Cc1cc2ccc([N+](=O)[O-])cn2c1. (2) The molecule is CC(C)C(=NP(=O)(c1ccccc1)c1ccccc1)N(C)C. The result is 0 (inactive). (3) The result is 0 (inactive). The compound is Nc1nc(O)cc(NNc2cccc(F)c2)n1. (4) The molecule is N#CC(=Cc1ccc(O)cc1)c1ccc([N+](=O)[O-])cc1. The result is 0 (inactive). (5) The drug is CC1Cc2c(nc3n(c2=O)CCCCC3)O1. The result is 0 (inactive).